This data is from Full USPTO retrosynthesis dataset with 1.9M reactions from patents (1976-2016). The task is: Predict the reactants needed to synthesize the given product. (1) The reactants are: NC1(C2C=CC(C3C(C4C=CC=CC=4)=CC4C(=O)CCCC=4N=3)=CC=2)CCC1.C(OC(=O)[NH:35][C:36]1([C:40]2[CH:45]=[CH:44][C:43]([C:46]3[C:47]([C:62]4[CH:67]=[CH:66][CH:65]=[CH:64][CH:63]=4)=[CH:48][C:49]4[N:54]([CH2:55][CH2:56][N:57]([CH3:59])[CH3:58])[C:53](=[O:60])[CH2:52][O:51][C:50]=4[N:61]=3)=[CH:42][CH:41]=2)[CH2:39][CH2:38][CH2:37]1)(C)(C)C. Given the product [NH2:35][C:36]1([C:40]2[CH:41]=[CH:42][C:43]([C:46]3[C:47]([C:62]4[CH:63]=[CH:64][CH:65]=[CH:66][CH:67]=4)=[CH:48][C:49]4[N:54]([CH2:55][CH2:56][N:57]([CH3:59])[CH3:58])[C:53](=[O:60])[CH2:52][O:51][C:50]=4[N:61]=3)=[CH:44][CH:45]=2)[CH2:37][CH2:38][CH2:39]1, predict the reactants needed to synthesize it. (2) Given the product [C:1]([O:5][C:6]([N:8]1[C@H:17]([C:18]([N:20]2[CH2:24][CH2:23][CH2:22][C@H:21]2[C:25](=[O:27])[NH2:26])=[O:19])[CH2:16][C:15]2[C:10](=[CH:11][C:12]([O:28][S:36]([C:39]([F:42])([F:41])[F:40])(=[O:38])=[O:37])=[CH:13][CH:14]=2)[CH2:9]1)=[O:7])([CH3:4])([CH3:2])[CH3:3], predict the reactants needed to synthesize it. The reactants are: [C:1]([O:5][C:6]([N:8]1[C@H:17]([C:18]([N:20]2[CH2:24][CH2:23][CH2:22][C@H:21]2[C:25](=[O:27])[NH2:26])=[O:19])[CH2:16][C:15]2[C:10](=[CH:11][C:12]([OH:28])=[CH:13][CH:14]=2)[CH2:9]1)=[O:7])([CH3:4])([CH3:3])[CH3:2].C1C=CC(N([S:36]([C:39]([F:42])([F:41])[F:40])(=[O:38])=[O:37])[S:36]([C:39]([F:42])([F:41])[F:40])(=[O:38])=[O:37])=CC=1. (3) The reactants are: I[C:2]1[CH:10]=[C:9]([O:11][C:12]2[CH:17]=[CH:16][CH:15]=[CH:14][CH:13]=2)[CH:8]=[CH:7][C:3]=1[C:4]([OH:6])=[O:5].[F:18][C:19]1[CH:25]=[C:24]([F:26])[CH:23]=[CH:22][C:20]=1[NH2:21].CN1CCOCC1.Cl. Given the product [F:18][C:19]1[CH:25]=[C:24]([F:26])[CH:23]=[CH:22][C:20]=1[NH:21][C:2]1[CH:10]=[C:9]([O:11][C:12]2[CH:17]=[CH:16][CH:15]=[CH:14][CH:13]=2)[CH:8]=[CH:7][C:3]=1[C:4]([OH:6])=[O:5], predict the reactants needed to synthesize it. (4) The reactants are: Cl.[Br:2][C:3]1[CH:8]=[CH:7][C:6]([NH:9]N)=[CH:5][CH:4]=1.[C:11]([C:15]1[CH:20]=[CH:19][CH:18]=[CH:17][CH:16]=1)(=O)[CH2:12][CH3:13]. Given the product [Br:2][C:3]1[CH:8]=[C:7]2[C:6](=[CH:5][CH:4]=1)[NH:9][C:11]([C:15]1[CH:20]=[CH:19][CH:18]=[CH:17][CH:16]=1)=[C:12]2[CH3:13], predict the reactants needed to synthesize it. (5) The reactants are: [N:1]1[CH:6]=[CH:5][CH:4]=[CH:3][C:2]=1[CH:7]=O.[NH2:9][OH:10].[OH-].[Na+].Cl. Given the product [N:1]1[CH:6]=[CH:5][CH:4]=[CH:3][C:2]=1/[CH:7]=[N:9]\[OH:10], predict the reactants needed to synthesize it. (6) Given the product [C:6]([C:7]1[CH:12]=[CH:11][N:10]=[C:9]([NH:13][C:14](=[O:16])[CH3:15])[CH:8]=1)#[CH:5], predict the reactants needed to synthesize it. The reactants are: C[Si]([C:5]#[C:6][C:7]1[CH:12]=[CH:11][N:10]=[C:9]([NH:13][C:14](=[O:16])[CH3:15])[CH:8]=1)(C)C.CCCC[N+](CCCC)(CCCC)CCCC.[F-]. (7) Given the product [F:17][C:2]([F:16])([F:1])[C:3]1[CH:8]=[C:7]([Cl:9])[CH:6]=[CH:5][C:4]=1[C:10]1[CH:11]=[CH:12][N+:13]([O-:26])=[CH:14][CH:15]=1, predict the reactants needed to synthesize it. The reactants are: [F:1][C:2]([F:17])([F:16])[C:3]1[CH:8]=[C:7]([Cl:9])[CH:6]=[CH:5][C:4]=1[C:10]1[CH:15]=[CH:14][N:13]=[CH:12][CH:11]=1.ClC1C=CC=C(C(OO)=[O:26])C=1.S([O-])([O-])=O.[Na+].[Na+]. (8) Given the product [NH2:17][C:13]1[N:12]=[C:11]([N:7]2[C:8]3[C:4](=[CH:3][C:2]([NH:7][C:6](=[O:18])[CH2:5][C:4]4[CH:8]=[CH:9][CH:10]=[CH:2][CH:3]=4)=[CH:10][CH:9]=3)[CH:5]=[CH:6]2)[CH:16]=[CH:15][N:14]=1, predict the reactants needed to synthesize it. The reactants are: Br[C:2]1[CH:3]=[C:4]2[C:8](=[CH:9][CH:10]=1)[N:7]([C:11]1[CH:16]=[CH:15][N:14]=[C:13]([NH2:17])[N:12]=1)[CH:6]=[CH:5]2.[OH2:18]. (9) Given the product [N+:14]([C:11]1[CH:12]=[CH:13][C:8]([C:7]2[NH:17][C:3](=[O:2])[O:5][N:6]=2)=[CH:9][CH:10]=1)([O-:16])=[O:15], predict the reactants needed to synthesize it. The reactants are: C[O:2][C:3]([O:5][NH:6][C:7](=[NH:17])[C:8]1[CH:13]=[CH:12][C:11]([N+:14]([O-:16])=[O:15])=[CH:10][CH:9]=1)=O.Cl.